From a dataset of Forward reaction prediction with 1.9M reactions from USPTO patents (1976-2016). Predict the product of the given reaction. (1) The product is: [CH2:1]([O:3][C:4]([C:6]1([CH2:9][NH:10][CH:11]2[CH2:15][CH2:14][CH2:13][CH2:12]2)[CH2:8][CH2:7]1)=[O:5])[CH3:2]. Given the reactants [CH2:1]([O:3][C:4]([C:6]1([CH2:9][NH2:10])[CH2:8][CH2:7]1)=[O:5])[CH3:2].[C:11]1(=O)[CH2:15][CH2:14][CH2:13][CH2:12]1.C([O-])(=O)C.[Na+].C(O[BH-](OC(=O)C)OC(=O)C)(=O)C.[Na+], predict the reaction product. (2) The product is: [F:1][C:2]1[CH:7]=[C:6]([NH2:8])[CH:5]=[C:4]([N:11]([CH3:18])[C:12]2[CH:17]=[N:16][CH:15]=[N:14][CH:13]=2)[CH:3]=1. Given the reactants [F:1][C:2]1[CH:3]=[C:4]([N:11]([CH3:18])[C:12]2[CH:13]=[N:14][CH:15]=[N:16][CH:17]=2)[CH:5]=[C:6]([N+:8]([O-])=O)[CH:7]=1.Cl[Sn]Cl.[OH-].[Na+], predict the reaction product. (3) Given the reactants [C:1]1([C:7]2[NH:8][C:9]3[C:14]([C:15]=2[C:16]2[CH:21]=[CH:20][CH:19]=[CH:18][CH:17]=2)=[CH:13][CH:12]=[CH:11][CH:10]=3)[CH:6]=[CH:5][CH:4]=[CH:3][CH:2]=1.[N+:22]([O-])([O-:24])=[O:23].[Na+], predict the reaction product. The product is: [N+:22]([C:19]1[CH:18]=[CH:17][C:16]([C:15]2[C:14]3[C:9](=[CH:10][CH:11]=[CH:12][CH:13]=3)[NH:8][C:7]=2[C:1]2[CH:2]=[CH:3][CH:4]=[CH:5][CH:6]=2)=[CH:21][CH:20]=1)([O-:24])=[O:23]. (4) Given the reactants [C:1]([O:5][C:6]([NH:8][C@H:9]1[CH2:13][CH2:12][N:11]([C:14]2[N:23]=[C:22]3[C:17]([C:18](=[O:38])[C:19]([C:35](O)=[O:36])=[CH:20][N:21]3[CH2:24][C:25]3[CH:30]=[CH:29][C:28]([O:31][CH3:32])=[CH:27][C:26]=3[O:33][CH3:34])=[CH:16][C:15]=2[F:39])[CH2:10]1)=[O:7])([CH3:4])([CH3:3])[CH3:2].C([N:42](CC)CC)C.ClC(OC(C)=C)=O.[OH-].[NH4+], predict the reaction product. The product is: [C:1]([O:5][C:6]([NH:8][C@H:9]1[CH2:13][CH2:12][N:11]([C:14]2[N:23]=[C:22]3[C:17]([C:18](=[O:38])[C:19]([C:35]([NH2:42])=[O:36])=[CH:20][N:21]3[CH2:24][C:25]3[CH:30]=[CH:29][C:28]([O:31][CH3:32])=[CH:27][C:26]=3[O:33][CH3:34])=[CH:16][C:15]=2[F:39])[CH2:10]1)=[O:7])([CH3:2])([CH3:4])[CH3:3]. (5) Given the reactants [C:1]([NH:8][S:9]([C:12]1[CH:17]=[CH:16][C:15]([CH3:18])=[CH:14][CH:13]=1)(=[O:11])=[O:10])(OC(C)(C)C)=O.OC[CH:21]=[CH:22][C:23]1[CH:45]=[CH:44][C:26]([C:27]([NH:29][C:30]2[CH:35]=[CH:34][CH:33]=[CH:32][C:31]=2[NH:36][C:37](=[O:43])[O:38][C:39]([CH3:42])([CH3:41])[CH3:40])=[O:28])=[CH:25][CH:24]=1.N(C(OCC)=O)=NC(OCC)=O, predict the reaction product. The product is: [C:15]1([CH3:18])[CH:14]=[CH:13][C:12]([S:9]([NH:8][CH2:1][CH:21]=[CH:22][C:23]2[CH:45]=[CH:44][C:26]([C:27]([NH:29][C:30]3[CH:35]=[CH:34][CH:33]=[CH:32][C:31]=3[NH:36][C:37](=[O:43])[O:38][C:39]([CH3:40])([CH3:41])[CH3:42])=[O:28])=[CH:25][CH:24]=2)(=[O:10])=[O:11])=[CH:17][CH:16]=1. (6) Given the reactants [F:1][C:2]1[C:7]([F:8])=[CH:6][CH:5]=[CH:4][C:3]=1[CH2:9][S:10][C:11]1[N:20]=[C:19](SCC2C=CC=C(F)C=2F)[C:18]2[N:17]=[CH:16][C:15](=[O:31])[NH:14][C:13]=2[N:12]=1.[NH2:32][C@@H:33]([CH2:35][OH:36])[CH3:34], predict the reaction product. The product is: [F:1][C:2]1[C:7]([F:8])=[CH:6][CH:5]=[CH:4][C:3]=1[CH2:9][S:10][C:11]1[N:20]=[C:19]([NH:32][C@H:33]([CH3:34])[CH2:35][OH:36])[C:18]2[N:17]=[CH:16][C:15](=[O:31])[NH:14][C:13]=2[N:12]=1. (7) Given the reactants [N+:1]([C:4]1[CH:13]=[CH:12][C:7]([C:8]([O:10][CH3:11])=[O:9])=[CH:6][C:5]=1[CH2:14][C:15](=O)[CH2:16][CH2:17][CH3:18])([O-])=O.S(S([O-])=O)([O-])=O.[Na+].[Na+], predict the reaction product. The product is: [CH3:11][O:10][C:8]([C:7]1[CH:6]=[C:5]2[C:4](=[CH:13][CH:12]=1)[NH:1][C:15]([CH2:16][CH2:17][CH3:18])=[CH:14]2)=[O:9].